Dataset: Peptide-MHC class I binding affinity with 185,985 pairs from IEDB/IMGT. Task: Regression. Given a peptide amino acid sequence and an MHC pseudo amino acid sequence, predict their binding affinity value. This is MHC class I binding data. (1) The peptide sequence is CRTLLSRVY. The MHC is Mamu-A07 with pseudo-sequence Mamu-A07. The binding affinity (normalized) is 0. (2) The peptide sequence is EIINNGISY. The MHC is HLA-A23:01 with pseudo-sequence HLA-A23:01. The binding affinity (normalized) is 0.0847. (3) The peptide sequence is LPAEVRAAF. The MHC is HLA-A01:01 with pseudo-sequence HLA-A01:01. The binding affinity (normalized) is 0.220. (4) The peptide sequence is YRPLEACYN. The MHC is HLA-B27:05 with pseudo-sequence HLA-B27:05. The binding affinity (normalized) is 0. (5) The peptide sequence is NFFVFIHMVR. The MHC is HLA-A68:01 with pseudo-sequence HLA-A68:01. The binding affinity (normalized) is 1.00. (6) The peptide sequence is YELHPDKW. The MHC is Mamu-A11 with pseudo-sequence Mamu-A11. The binding affinity (normalized) is 0.176. (7) The peptide sequence is NMALKKIREL. The MHC is HLA-A02:01 with pseudo-sequence HLA-A02:01. The binding affinity (normalized) is 0.103.